From a dataset of Full USPTO retrosynthesis dataset with 1.9M reactions from patents (1976-2016). Predict the reactants needed to synthesize the given product. Given the product [CH3:19][N:18]([CH3:20])[CH2:17][CH2:16][NH:15][C:10]1[CH:9]=[C:8]([C:4]2[C:3]([NH2:21])=[C:2]([NH2:1])[CH:7]=[N:6][CH:5]=2)[CH:13]=[C:12]([F:14])[CH:11]=1, predict the reactants needed to synthesize it. The reactants are: [NH2:1][C:2]1[C:3]([N+:21]([O-])=O)=[C:4]([C:8]2[CH:9]=[C:10]([NH:15][CH2:16][CH2:17][N:18]([CH3:20])[CH3:19])[CH:11]=[C:12]([F:14])[CH:13]=2)[CH:5]=[N:6][CH:7]=1.